From a dataset of Full USPTO retrosynthesis dataset with 1.9M reactions from patents (1976-2016). Predict the reactants needed to synthesize the given product. (1) The reactants are: [C:1]1([S:7]([CH:10]2[CH2:14][CH2:13][NH:12][CH2:11]2)(=[O:9])=[O:8])[CH:6]=[CH:5][CH:4]=[CH:3][CH:2]=1.Cl[C:16]1[N:17]([CH2:38][CH:39]2[CH2:41][CH2:40]2)[C:18]2[C:23]([N:24]=1)=[C:22]([N:25]1[CH2:30][CH2:29][O:28][CH2:27][CH2:26]1)[N:21]=[C:20]([C:31]1[CH:32]=[N:33][C:34]([NH2:37])=[N:35][CH:36]=1)[N:19]=2. Given the product [CH:39]1([CH2:38][N:17]2[C:16]([N:12]3[CH2:13][CH2:14][CH:10]([S:7]([C:1]4[CH:6]=[CH:5][CH:4]=[CH:3][CH:2]=4)(=[O:9])=[O:8])[CH2:11]3)=[N:24][C:23]3[C:18]2=[N:19][C:20]([C:31]2[CH:36]=[N:35][C:34]([NH2:37])=[N:33][CH:32]=2)=[N:21][C:22]=3[N:25]2[CH2:30][CH2:29][O:28][CH2:27][CH2:26]2)[CH2:40][CH2:41]1, predict the reactants needed to synthesize it. (2) Given the product [C:34]1([CH3:62])[CH:39]=[CH:38][C:37]([S:40]([CH2:43][CH2:44][O:45][C:46](=[O:61])[CH2:47][O:48][C:49]2[CH:50]=[C:51]([CH3:60])[C:52]([S:56]([N:21]3[C:20]4[CH:22]=[CH:23][CH:24]=[CH:25][C:19]=4[N:18]=[C:17]3[S:15]([CH2:14][C:10]3[C:9]([CH3:26])=[C:8]([O:7][CH2:6][CH2:5][CH2:4][O:3][CH3:2])[CH:13]=[CH:12][N:11]=3)=[O:16])(=[O:57])=[O:58])=[C:53]([CH3:55])[CH:54]=2)(=[O:41])=[O:42])=[CH:36][CH:35]=1, predict the reactants needed to synthesize it. The reactants are: [Na].[CH3:2][O:3][CH2:4][CH2:5][CH2:6][O:7][C:8]1[CH:13]=[CH:12][N:11]=[C:10]([CH2:14][S:15]([C:17]2[NH:21][C:20]3[CH:22]=[CH:23][CH:24]=[CH:25][C:19]=3[N:18]=2)=[O:16])[C:9]=1[CH3:26].CCN(CC)CC.[C:34]1([CH3:62])[CH:39]=[CH:38][C:37]([S:40]([CH2:43][CH2:44][O:45][C:46](=[O:61])[CH2:47][O:48][C:49]2[CH:54]=[C:53]([CH3:55])[C:52]([S:56](Cl)(=[O:58])=[O:57])=[C:51]([CH3:60])[CH:50]=2)(=[O:42])=[O:41])=[CH:36][CH:35]=1.C([O-])(O)=O.[Na+]. (3) Given the product [Cl:8][C:6]1[N:5]=[C:4]([NH2:9])[N:3]=[C:2]([NH:18][CH2:17][C:12]2[CH:13]=[CH:14][CH:15]=[CH:16][C:11]=2[Cl:10])[CH:7]=1, predict the reactants needed to synthesize it. The reactants are: Cl[C:2]1[CH:7]=[C:6]([Cl:8])[N:5]=[C:4]([NH2:9])[N:3]=1.[Cl:10][C:11]1[CH:16]=[CH:15][CH:14]=[CH:13][C:12]=1[CH2:17][NH2:18].C(N(CC)CC)C. (4) Given the product [F:37][CH:2]([F:1])[C:3]1[N:7]([C:8]2[N:13]=[C:12]([N:14]3[CH2:15][CH2:16][O:17][CH2:18][CH2:19]3)[N:11]=[C:10]([N:20]3[CH2:21][CH2:22][N:23]([S:26]([CH2:29][CH2:30][N:45]4[CH2:50][CH2:49][S:48](=[O:51])[CH2:47][CH2:46]4)(=[O:28])=[O:27])[CH2:24][CH2:25]3)[N:9]=2)[C:6]2[CH:31]=[CH:32][CH:33]=[C:34]([O:35][CH3:36])[C:5]=2[N:4]=1, predict the reactants needed to synthesize it. The reactants are: [F:1][CH:2]([F:37])[C:3]1[N:7]([C:8]2[N:13]=[C:12]([N:14]3[CH2:19][CH2:18][O:17][CH2:16][CH2:15]3)[N:11]=[C:10]([N:20]3[CH2:25][CH2:24][N:23]([S:26]([CH:29]=[CH2:30])(=[O:28])=[O:27])[CH2:22][CH2:21]3)[N:9]=2)[C:6]2[CH:31]=[CH:32][CH:33]=[C:34]([O:35][CH3:36])[C:5]=2[N:4]=1.FC(F)(F)C(O)=O.[NH:45]1[CH2:50][CH2:49][S:48](=[O:51])[CH2:47][CH2:46]1.CCN(C(C)C)C(C)C. (5) Given the product [CH3:19][O:20][C:21](=[O:61])[CH2:22][C:23]1[CH:24]=[CH:25][C:26]([C:29]2[CH:34]=[CH:33][C:32]([C:35]([CH2:36][CH3:37])([C:38]3[CH:43]=[CH:42][C:41]([C:44]#[C:45][C:46]4([OH:52])[CH2:51][CH2:50][S:49][CH2:48][CH2:47]4)=[C:40]([CH3:57])[CH:39]=3)[CH2:58][CH3:59])=[CH:31][C:30]=2[CH3:60])=[CH:27][CH:28]=1, predict the reactants needed to synthesize it. The reactants are: [F-].C([N+](CCCC)(CCCC)CCCC)CCC.[CH3:19][O:20][C:21](=[O:61])[CH2:22][C:23]1[CH:28]=[CH:27][C:26]([C:29]2[CH:34]=[CH:33][C:32]([C:35]([CH2:58][CH3:59])([C:38]3[CH:43]=[CH:42][C:41]([C:44]#[C:45][C:46]4([O:52][Si](C)(C)C)[CH2:51][CH2:50][S:49][CH2:48][CH2:47]4)=[C:40]([CH3:57])[CH:39]=3)[CH2:36][CH3:37])=[CH:31][C:30]=2[CH3:60])=[CH:25][CH:24]=1.O. (6) Given the product [OH:1][C:2]1[CH:9]=[C:8]([O:10][C:12]2[CH:17]=[CH:16][C:15]([N+:18]([O-:20])=[O:19])=[CH:14][N:13]=2)[CH:7]=[CH:6][C:3]=1[C:4]#[N:5], predict the reactants needed to synthesize it. The reactants are: [OH:1][C:2]1[CH:9]=[C:8]([OH:10])[CH:7]=[CH:6][C:3]=1[C:4]#[N:5].Cl[C:12]1[CH:17]=[CH:16][C:15]([N+:18]([O-:20])=[O:19])=[CH:14][N:13]=1.CCOCC.Cl.